This data is from Catalyst prediction with 721,799 reactions and 888 catalyst types from USPTO. The task is: Predict which catalyst facilitates the given reaction. (1) Product: [C:22]([O:26][C:27](=[O:28])[NH:29][C@@H:30]([C:31](=[O:32])[NH:1][C:2]1[CH:3]=[C:4]2[C:20](=[O:21])[NH:19][N:18]=[CH:17][C:6]3=[C:7]([C:11]4[CH:12]=[CH:13][CH:14]=[CH:15][CH:16]=4)[NH:8][C:9]([CH:10]=1)=[C:5]23)[CH2:34][C:35]1[CH:36]=[CH:37][CH:38]=[CH:39][CH:40]=1)([CH3:23])([CH3:25])[CH3:24]. Reactant: [NH2:1][C:2]1[CH:3]=[C:4]2[C:20](=[O:21])[NH:19][N:18]=[CH:17][C:6]3=[C:7]([C:11]4[CH:16]=[CH:15][CH:14]=[CH:13][CH:12]=4)[NH:8][C:9]([CH:10]=1)=[C:5]23.[C:22]([O:26][C:27]([NH:29][C@H:30]([CH2:34][C:35]1[CH:40]=[CH:39][CH:38]=[CH:37][CH:36]=1)[C:31](O)=[O:32])=[O:28])([CH3:25])([CH3:24])[CH3:23].C(N(CC)CC)C.F[P-](F)(F)(F)(F)F.N1(OC(N(C)C)=[N+](C)C)C2N=CC=CC=2N=N1. The catalyst class is: 306. (2) Reactant: [CH3:1][N:2]1[CH:6]=[N:5][CH:4]=[N:3]1.[CH2:7]([Li])CCC.CI.[CH3:14][C:15]1[C:24]([S:25]([CH3:28])(=[O:27])=[O:26])=[C:23]([C:29]([F:32])([F:31])[F:30])[CH:22]=[CH:21][C:16]=1[C:17]([O:19]C)=O. Product: [CH3:14][C:15]1[C:24]([S:25]([CH3:28])(=[O:27])=[O:26])=[C:23]([C:29]([F:32])([F:31])[F:30])[CH:22]=[CH:21][C:16]=1[C:17](=[O:19])[CH2:7][C:6]1[N:2]([CH3:1])[N:3]=[CH:4][N:5]=1. The catalyst class is: 1. (3) Reactant: [CH3:1][O:2][C:3]([CH3:10])([CH2:7][CH2:8][CH3:9])[C:4]([OH:6])=[O:5].S(=O)(=O)(O)O.[C:16](=O)(O)[O-].[Na+]. Product: [CH3:1][O:2][C:3]([CH3:10])([CH2:7][CH2:8][CH3:9])[C:4]([O:6][CH3:16])=[O:5]. The catalyst class is: 5. (4) Reactant: [C:1]([C:3]1[CH:8]=[CH:7][N:6]2[C:9]([C:12]([OH:14])=O)=[CH:10][N:11]=[C:5]2[CH:4]=1)#[N:2].C(Cl)(=O)C(Cl)=O.[CH2:21]([N:28]1[C:36]2[CH:35]=[CH:34][CH:33]=[C:32]([NH2:37])[C:31]=2[CH:30]=[N:29]1)[C:22]1[CH:27]=[CH:26][CH:25]=[CH:24][CH:23]=1.CCN(C(C)C)C(C)C. Product: [CH2:21]([N:28]1[C:36]2[C:31](=[C:32]([NH:37][C:12]([C:9]3[N:6]4[CH:7]=[CH:8][C:3]([C:1]#[N:2])=[CH:4][C:5]4=[N:11][CH:10]=3)=[O:14])[CH:33]=[CH:34][CH:35]=2)[CH:30]=[N:29]1)[C:22]1[CH:23]=[CH:24][CH:25]=[CH:26][CH:27]=1. The catalyst class is: 59. (5) Reactant: [O:1]1[C:5]2([CH2:10][CH2:9][C:8](=[O:11])[CH2:7][CH2:6]2)[O:4][CH2:3][CH2:2]1.[BH4-].[Na+]. Product: [O:1]1[C:5]2([CH2:10][CH2:9][CH:8]([OH:11])[CH2:7][CH2:6]2)[O:4][CH2:3][CH2:2]1. The catalyst class is: 5. (6) Reactant: Br[C:2]1[CH:3]=[C:4]([CH:6]=[C:7]([O:9][CH3:10])[CH:8]=1)[NH2:5].CC1(C)C2C(=C(P(C3C=CC=CC=3)C3C=CC=CC=3)C=CC=2)OC2C(P(C3C=CC=CC=3)C3C=CC=CC=3)=CC=CC1=2.CCN(C(C)C)C(C)C.[SH:62][CH2:63][CH2:64][OH:65]. Product: [NH2:5][C:4]1[CH:3]=[C:2]([S:62][CH2:63][CH2:64][OH:65])[CH:8]=[C:7]([O:9][CH3:10])[CH:6]=1. The catalyst class is: 62. (7) Reactant: C(OC([N:8]1[CH2:13][CH2:12][C@@H:11]([S:14]([CH3:17])(=[O:16])=[O:15])[C@H:10]([F:18])[CH2:9]1)=O)(C)(C)C.FC(F)(F)C(O)=O.C1(C)C=CC=CC=1. Product: [F:18][C@H:10]1[C@H:11]([S:14]([CH3:17])(=[O:15])=[O:16])[CH2:12][CH2:13][NH:8][CH2:9]1. The catalyst class is: 4.